This data is from NCI-60 drug combinations with 297,098 pairs across 59 cell lines. The task is: Regression. Given two drug SMILES strings and cell line genomic features, predict the synergy score measuring deviation from expected non-interaction effect. (1) Drug 1: CC1C(C(CC(O1)OC2CC(OC(C2O)C)OC3=CC4=CC5=C(C(=O)C(C(C5)C(C(=O)C(C(C)O)O)OC)OC6CC(C(C(O6)C)O)OC7CC(C(C(O7)C)O)OC8CC(C(C(O8)C)O)(C)O)C(=C4C(=C3C)O)O)O)O. Drug 2: CC1CCC2CC(C(=CC=CC=CC(CC(C(=O)C(C(C(=CC(C(=O)CC(OC(=O)C3CCCCN3C(=O)C(=O)C1(O2)O)C(C)CC4CCC(C(C4)OC)O)C)C)O)OC)C)C)C)OC. Cell line: HCT-15. Synergy scores: CSS=53.8, Synergy_ZIP=-3.26, Synergy_Bliss=-1.28, Synergy_Loewe=-3.36, Synergy_HSA=-0.294. (2) Drug 1: CC1OCC2C(O1)C(C(C(O2)OC3C4COC(=O)C4C(C5=CC6=C(C=C35)OCO6)C7=CC(=C(C(=C7)OC)O)OC)O)O. Drug 2: CC1CCC2CC(C(=CC=CC=CC(CC(C(=O)C(C(C(=CC(C(=O)CC(OC(=O)C3CCCCN3C(=O)C(=O)C1(O2)O)C(C)CC4CCC(C(C4)OC)OCCO)C)C)O)OC)C)C)C)OC. Cell line: A549. Synergy scores: CSS=54.9, Synergy_ZIP=1.15, Synergy_Bliss=0.938, Synergy_Loewe=7.37, Synergy_HSA=8.90.